Task: Predict the product of the given reaction.. Dataset: Forward reaction prediction with 1.9M reactions from USPTO patents (1976-2016) Given the reactants [CH3:1][S:2]([O:5][CH2:6][CH3:7])(=[O:4])=[O:3].[Li]CC[CH2:11][CH3:12].CCCC[CH2:17][CH3:18].[P:19](Cl)([O-])(OCC)=[O:20], predict the reaction product. The product is: [CH2:17]([P:19]([CH2:1][S:2]([O:5][CH2:6][CH3:7])(=[O:4])=[O:3])([CH2:11][CH3:12])=[O:20])[CH3:18].